This data is from Forward reaction prediction with 1.9M reactions from USPTO patents (1976-2016). The task is: Predict the product of the given reaction. (1) Given the reactants [C:1]([CH2:3][C:4]([OH:6])=O)#[N:2].Cl.[F:8][C:9]1([F:34])[CH2:11][CH:10]1[CH2:12][O:13][C:14]1[CH:15]=[C:16]2[C:21](=[CH:22][CH:23]=1)[CH2:20][N:19]([CH2:24][C:25]1[CH:30]=[CH:29][C:28]([C@@H:31]([NH2:33])[CH3:32])=[CH:27][CH:26]=1)[CH2:18][CH2:17]2.CCN(C(C)C)C(C)C, predict the reaction product. The product is: [C:1]([CH2:3][C:4]([NH:33][C@H:31]([C:28]1[CH:29]=[CH:30][C:25]([CH2:24][N:19]2[CH2:18][CH2:17][C:16]3[C:21](=[CH:22][CH:23]=[C:14]([O:13][CH2:12][CH:10]4[CH2:11][C:9]4([F:34])[F:8])[CH:15]=3)[CH2:20]2)=[CH:26][CH:27]=1)[CH3:32])=[O:6])#[N:2]. (2) Given the reactants Cl.[CH2:2]([C:4]1([C:10]([O:12]CC)=[O:11])[CH2:9][CH2:8][CH2:7][NH:6][CH2:5]1)[CH3:3].[CH3:15][N:16]1[CH:20]=[C:19]([S:21](Cl)(=[O:23])=[O:22])[N:18]=[CH:17]1, predict the reaction product. The product is: [CH2:2]([C:4]1([C:10]([OH:12])=[O:11])[CH2:9][CH2:8][CH2:7][N:6]([S:21]([C:19]2[N:18]=[CH:17][N:16]([CH3:15])[CH:20]=2)(=[O:23])=[O:22])[CH2:5]1)[CH3:3]. (3) Given the reactants O[CH2:2][C:3]1[N:8]=[C:7]([NH:9][C:10](=[O:15])[C:11]([CH3:14])([CH3:13])[CH3:12])[CH:6]=[CH:5][CH:4]=1.S(Cl)([Cl:18])=O, predict the reaction product. The product is: [Cl:18][CH2:2][C:3]1[N:8]=[C:7]([NH:9][C:10](=[O:15])[C:11]([CH3:14])([CH3:13])[CH3:12])[CH:6]=[CH:5][CH:4]=1. (4) Given the reactants [Br:1][C:2]1[N:6]([C:7]2[CH:12]=[CH:11][CH:10]=[CH:9][CH:8]=2)[N:5]=[C:4]([C:13]([O:15][CH2:16][CH3:17])=[O:14])[C:3]=1[CH:18]=[O:19].C1COCC1.[BH4-].[Na+], predict the reaction product. The product is: [Br:1][C:2]1[N:6]([C:7]2[CH:12]=[CH:11][CH:10]=[CH:9][CH:8]=2)[N:5]=[C:4]([C:13]([O:15][CH2:16][CH3:17])=[O:14])[C:3]=1[CH2:18][OH:19]. (5) Given the reactants [NH2:1][C:2]1[CH:3]=[C:4]([CH:7]=[CH:8][C:9]=1[S:10][C:11]1[C:16](Cl)=[N:15][CH:14]=[CH:13][N:12]=1)[CH2:5][OH:6].Cl.N, predict the reaction product. The product is: [N:15]1[C:16]2[NH:1][C:2]3[CH:3]=[C:4]([CH2:5][OH:6])[CH:7]=[CH:8][C:9]=3[S:10][C:11]=2[N:12]=[CH:13][CH:14]=1. (6) Given the reactants [CH3:1][C:2]1[CH:7]=[C:6]([CH3:8])[N:5]=[C:4]([N:9]2[CH2:16][CH:15]3[CH:11]([CH2:12][NH:13][CH2:14]3)[CH2:10]2)[N:3]=1.[C:17]1([C:23]2[CH:27]=[CH:26][O:25][C:24]=2[C:28](O)=[O:29])[CH:22]=[CH:21][CH:20]=[CH:19][CH:18]=1.CN(C(ON1N=NC2C=CC=NC1=2)=[N+](C)C)C.F[P-](F)(F)(F)(F)F.CCN(C(C)C)C(C)C, predict the reaction product. The product is: [CH3:1][C:2]1[CH:7]=[C:6]([CH3:8])[N:5]=[C:4]([N:9]2[CH2:16][CH:15]3[CH:11]([CH2:12][N:13]([C:28]([C:24]4[O:25][CH:26]=[CH:27][C:23]=4[C:17]4[CH:18]=[CH:19][CH:20]=[CH:21][CH:22]=4)=[O:29])[CH2:14]3)[CH2:10]2)[N:3]=1. (7) Given the reactants [NH2:1][C:2]1[CH:18]=[CH:17][C:5]([C:6]([NH:8][C:9]2[CH:14]=[CH:13][C:12]([CH3:15])=[C:11]([CH3:16])[N:10]=2)=[O:7])=[CH:4][C:3]=1[N+:19]([O-])=O.[H][H], predict the reaction product. The product is: [NH2:19][C:3]1[CH:4]=[C:5]([CH:17]=[CH:18][C:2]=1[NH2:1])[C:6]([NH:8][C:9]1[CH:14]=[CH:13][C:12]([CH3:15])=[C:11]([CH3:16])[N:10]=1)=[O:7].